This data is from Catalyst prediction with 721,799 reactions and 888 catalyst types from USPTO. The task is: Predict which catalyst facilitates the given reaction. (1) Reactant: [C:1]([N:5]1[C:10](=[O:11])[C:9]([CH2:12]Br)=[C:8]([Cl:14])[CH:7]=[N:6]1)([CH3:4])([CH3:3])[CH3:2].C(=O)([O-])[O-:16].[Ca+2].O.O1CCOCC1.Cl. Product: [C:1]([N:5]1[C:10](=[O:11])[C:9]([CH2:12][OH:16])=[C:8]([Cl:14])[CH:7]=[N:6]1)([CH3:4])([CH3:3])[CH3:2]. The catalyst class is: 12. (2) Reactant: [F:1][C:2]1[C:7]([O:8]C)=[C:6]([F:10])[CH:5]=[CH:4][C:3]=1[CH:11]([NH:26][C:27]1[CH:36]=[CH:35][CH:34]=[C:33]2[C:28]=1[CH:29]=[CH:30][C:31]([CH3:37])=[N:32]2)[C:12]([CH2:18][S:19][C:20]1[N:21]([CH3:25])[CH:22]=[CH:23][N:24]=1)([C:14]([F:17])([F:16])[F:15])[OH:13].B(Br)(Br)Br. Product: [F:1][C:2]1[C:7]([OH:8])=[C:6]([F:10])[CH:5]=[CH:4][C:3]=1[CH:11]([NH:26][C:27]1[CH:36]=[CH:35][CH:34]=[C:33]2[C:28]=1[CH:29]=[CH:30][C:31]([CH3:37])=[N:32]2)[C:12]([CH2:18][S:19][C:20]1[N:21]([CH3:25])[CH:22]=[CH:23][N:24]=1)([C:14]([F:17])([F:16])[F:15])[OH:13]. The catalyst class is: 4. (3) Reactant: [CH3:1][C@H:2]([CH:9]=O)[CH2:3][C:4]([O:6][CH2:7][CH3:8])=[O:5].Cl[CH:12](Cl)[B:13]1[O:17][C:16]([CH3:19])([CH3:18])[C:15]([CH3:21])([CH3:20])[O:14]1.[Li+].[I-]. Product: [CH3:1][C@H:2](/[CH:9]=[CH:12]/[B:13]1[O:17][C:16]([CH3:19])([CH3:18])[C:15]([CH3:21])([CH3:20])[O:14]1)[CH2:3][C:4]([O:6][CH2:7][CH3:8])=[O:5]. The catalyst class is: 1. (4) Reactant: Cl[C:2]1[CH:11]=[CH:10][C:9]2[C:4](=[CH:5][CH:6]=[CH:7][CH:8]=2)[N:3]=1.[CH3:12][Si:13]([C:16]#[CH:17])([CH3:15])[CH3:14].CCOC(C)=O.CCCCCC. Product: [CH3:12][Si:13]([C:16]#[C:17][C:2]1[CH:11]=[CH:10][C:9]2[C:4](=[CH:5][CH:6]=[CH:7][CH:8]=2)[N:3]=1)([CH3:15])[CH3:14]. The catalyst class is: 337. (5) Reactant: [CH:1]([N:14]1[CH2:18][CH2:17][CH:16]([CH2:19][NH2:20])[CH2:15]1)([C:8]1[CH:13]=[CH:12][CH:11]=[CH:10][CH:9]=1)[C:2]1[CH:7]=[CH:6][CH:5]=[CH:4][CH:3]=1.[C:21]1([N:27]([CH2:34][C:35](O)=[O:36])[C:28]2[CH:33]=[CH:32][CH:31]=[CH:30][CH:29]=2)[CH:26]=[CH:25][CH:24]=[CH:23][CH:22]=1.C(Cl)CCl. Product: [CH:1]([N:14]1[CH2:18][CH2:17][CH:16]([CH2:19][NH:20][C:35](=[O:36])[CH2:34][N:27]([C:21]2[CH:26]=[CH:25][CH:24]=[CH:23][CH:22]=2)[C:28]2[CH:33]=[CH:32][CH:31]=[CH:30][CH:29]=2)[CH2:15]1)([C:8]1[CH:13]=[CH:12][CH:11]=[CH:10][CH:9]=1)[C:2]1[CH:3]=[CH:4][CH:5]=[CH:6][CH:7]=1. The catalyst class is: 64. (6) Reactant: [C:1]([NH:7][C@@H:8]([CH2:14][C:15]1[CH:20]=[CH:19][CH:18]=[CH:17][CH:16]=1)[C:9]([O:11]CC)=[O:10])(=[O:6])[CH2:2][CH2:3][CH2:4][CH3:5].[OH-].[Na+]. Product: [C:1]([NH:7][C@H:8]([C:9]([OH:11])=[O:10])[CH2:14][C:15]1[CH:16]=[CH:17][CH:18]=[CH:19][CH:20]=1)(=[O:6])[CH2:2][CH2:3][CH2:4][CH3:5]. The catalyst class is: 5. (7) Reactant: [CH3:1][O:2][C:3]1[CH:4]=[C:5]2[C:10](=[CH:11][CH:12]=1)[CH:9]=[C:8]([C@H:13]([CH3:16])[CH2:14][OH:15])[CH:7]=[CH:6]2.ClC(Cl)(Cl)[C:19]([N:21]=C=O)=[O:20].CO.C(=O)([O-])[O-].[K+].[K+]. Product: [CH3:1][O:2][C:3]1[CH:4]=[C:5]2[C:10](=[CH:11][CH:12]=1)[CH:9]=[C:8]([C@H:13]([CH3:16])[CH2:14][O:15][C:19](=[O:20])[NH2:21])[CH:7]=[CH:6]2. The catalyst class is: 34. (8) Reactant: [CH2:1]([NH:3][CH2:4][CH3:5])[CH3:2].C1(C)C=CC(S([O-])=O)=CC=1.[Na+].CN1CCN(C)C1=O.[CH:25]([C:29]1[C:30]([NH:38][CH2:39][C:40]([F:43])([F:42])[F:41])=[N:31][C:32]([S:36][CH3:37])=[N:33][C:34]=1Cl)([CH2:27][CH3:28])[CH3:26]. Product: [CH:25]([C:29]1[C:34]([N:3]([CH2:4][CH3:5])[CH2:1][CH3:2])=[N:33][C:32]([S:36][CH3:37])=[N:31][C:30]=1[NH:38][CH2:39][C:40]([F:43])([F:42])[F:41])([CH2:27][CH3:28])[CH3:26]. The catalyst class is: 6.